The task is: Predict the product of the given reaction.. This data is from Forward reaction prediction with 1.9M reactions from USPTO patents (1976-2016). (1) Given the reactants [CH2:1]([O:8][C@@H:9]([C:11]1[N:15]([CH2:16][CH2:17][CH3:18])[C:14](=[O:19])[NH:13][N:12]=1)[CH3:10])[C:2]1[CH:7]=[CH:6][CH:5]=[CH:4][CH:3]=1.[CH3:20][C:21]1[CH:28]=[CH:27][C:24]([CH2:25]Br)=[CH:23][CH:22]=1.C(=O)([O-])[O-].[K+].[K+], predict the reaction product. The product is: [CH2:1]([O:8][C@@H:9]([C:11]1[N:15]([CH2:16][CH2:17][CH3:18])[C:14](=[O:19])[N:13]([CH2:20][C:21]2[CH:28]=[CH:27][C:24]([CH3:25])=[CH:23][CH:22]=2)[N:12]=1)[CH3:10])[C:2]1[CH:7]=[CH:6][CH:5]=[CH:4][CH:3]=1. (2) Given the reactants C[O:2][C:3](=[O:23])[CH2:4][CH2:5][C:6]1[C:11]([C:12]2[CH:17]=[CH:16][C:15]([N+:18]([O-:20])=[O:19])=[CH:14][CH:13]=2)=[C:10]([NH2:21])[N:9]=[C:8]([NH2:22])[N:7]=1.Cl, predict the reaction product. The product is: [NH2:22][C:8]1[N:7]=[C:6]([CH2:5][CH2:4][C:3]([OH:23])=[O:2])[C:11]([C:12]2[CH:13]=[CH:14][C:15]([N+:18]([O-:20])=[O:19])=[CH:16][CH:17]=2)=[C:10]([NH2:21])[N:9]=1. (3) Given the reactants Cl[C:2]([O:4][CH2:5][CH3:6])=[O:3].[F:7][C:8]1[C:9]([C:26]2[CH:31]=[CH:30][C:29]([F:32])=[CH:28][C:27]=2[O:33][CH3:34])=[CH:10][C:11]([NH:14][C:15]2[CH:20]=[C:19]([CH2:21][S:22]([CH3:25])(=[NH:24])=[O:23])[CH:18]=[CH:17][N:16]=2)=[N:12][CH:13]=1, predict the reaction product. The product is: [CH2:5]([O:4][C:2](=[O:3])[N:24]=[S:22]([CH2:21][C:19]1[CH:18]=[CH:17][N:16]=[C:15]([NH:14][C:11]2[CH:10]=[C:9]([C:26]3[CH:31]=[CH:30][C:29]([F:32])=[CH:28][C:27]=3[O:33][CH3:34])[C:8]([F:7])=[CH:13][N:12]=2)[CH:20]=1)([CH3:25])=[O:23])[CH3:6]. (4) Given the reactants [CH3:1][O:2][C:3]1[CH:11]=[CH:10][C:9]([N+:12]([O-:14])=[O:13])=[C:8]2[C:4]=1[CH2:5][N:6]([CH3:16])[C:7]2=[O:15].O[C:18]1C=CC([N+]([O-])=O)=C2C=1CN(C)C2=O, predict the reaction product. The product is: [CH2:1]([O:2][C:3]1[CH:11]=[CH:10][C:9]([N+:12]([O-:14])=[O:13])=[C:8]2[C:4]=1[CH2:5][N:6]([CH3:16])[C:7]2=[O:15])[CH3:18]. (5) Given the reactants [NH2:1][C:2]1[N:3]=[CH:4][C:5]([C:8]2[CH:13]=[CH:12][C:11]([C:14]3[C:15]([S:20]([NH:23][C:24]([CH3:27])([CH3:26])[CH3:25])(=[O:22])=[O:21])=[CH:16][CH:17]=[CH:18][CH:19]=3)=[CH:10][C:9]=2[F:28])=[N:6][CH:7]=1.[Cl:29]NC(=O)CCC(N)=O, predict the reaction product. The product is: [NH2:1][C:2]1[N:3]=[CH:4][C:5]([C:8]2[CH:13]=[CH:12][C:11]([C:14]3[C:15]([S:20]([NH:23][C:24]([CH3:25])([CH3:27])[CH3:26])(=[O:22])=[O:21])=[CH:16][CH:17]=[CH:18][CH:19]=3)=[CH:10][C:9]=2[F:28])=[N:6][C:7]=1[Cl:29].